From a dataset of Full USPTO retrosynthesis dataset with 1.9M reactions from patents (1976-2016). Predict the reactants needed to synthesize the given product. (1) Given the product [Br:9][CH2:2][C:1]([C:4]1[S:5][CH:6]=[CH:7][CH:8]=1)=[O:3], predict the reactants needed to synthesize it. The reactants are: [C:1]([C:4]1[S:5][CH:6]=[CH:7][CH:8]=1)(=[O:3])[CH3:2].[Br-:9].[Br-].[Br-].C([N+](CCCC)(CCCC)CCCC)CCC.C([N+](CCCC)(CCCC)CCCC)CCC.C([N+](CCCC)(CCCC)CCCC)CCC. (2) Given the product [CH2:25]([C:23]1[S:22][C:21]2[N:16]([CH2:15][C:12]3[CH:13]=[CH:14][C:9]([C:4]4[C:3]([C:1]#[N:2])=[CH:8][CH:7]=[CH:6][CH:5]=4)=[CH:10][CH:11]=3)[C:17](=[O:34])[N:18]([CH:28]([CH3:33])[CH2:29][OH:30])[C:19](=[O:27])[C:20]=2[CH:24]=1)[CH3:26], predict the reactants needed to synthesize it. The reactants are: [C:1]([C:3]1[CH:8]=[CH:7][CH:6]=[CH:5][C:4]=1[C:9]1[CH:14]=[CH:13][C:12]([CH2:15][N:16]2[C:21]3[S:22][C:23]([CH2:25][CH3:26])=[CH:24][C:20]=3[C:19](=[O:27])[N:18]([CH:28]([CH3:33])[C:29](OC)=[O:30])[C:17]2=[O:34])=[CH:11][CH:10]=1)#[N:2].CN1CCOCC1.C(Cl)(=O)OCC.[BH4-].[Na+]. (3) The reactants are: [CH3:1][C@@:2]12[C:22]([CH3:24])([CH3:23])[C@@H:5]([C:6]3[C:7](=[O:21])[N:8]([C:11]4[C:20]5[C:15](=[CH:16][CH:17]=[CH:18][CH:19]=5)[CH:14]=[CH:13][CH:12]=4)[NH:9][C:10]=31)[CH2:4][CH2:3]2.[CH2:25](I)[CH:26]=[CH2:27]. Given the product [CH2:27]([N:9]1[C:10]2[C@@:2]3([CH3:1])[C:22]([CH3:24])([CH3:23])[C@H:5]([CH2:4][CH2:3]3)[C:6]=2[C:7](=[O:21])[N:8]1[C:11]1[C:20]2[C:15](=[CH:16][CH:17]=[CH:18][CH:19]=2)[CH:14]=[CH:13][CH:12]=1)[CH:26]=[CH2:25], predict the reactants needed to synthesize it.